Dataset: Forward reaction prediction with 1.9M reactions from USPTO patents (1976-2016). Task: Predict the product of the given reaction. (1) Given the reactants O=P(Cl)(Cl)Cl.[Br:6][C:7]1[CH:8]=[CH:9][C:10]([O:22][CH3:23])=[C:11]([C:13]2[N:14]=[C:15]3[CH:20]=[CH:19][CH:18]=[CH:17][N:16]3[CH:21]=2)[CH:12]=1.O.CN([CH:28]=[O:29])C, predict the reaction product. The product is: [Br:6][C:7]1[CH:8]=[CH:9][C:10]([O:22][CH3:23])=[C:11]([C:13]2[N:14]=[C:15]3[CH:20]=[CH:19][CH:18]=[CH:17][N:16]3[C:21]=2[CH:28]=[O:29])[CH:12]=1. (2) The product is: [Br:12][C:8]1[CH:7]=[CH:6][C:5]2[NH:1][S:2](=[O:10])(=[O:11])[CH2:3][C:4]=2[CH:9]=1. Given the reactants [NH:1]1[C:5]2[CH:6]=[CH:7][CH:8]=[CH:9][C:4]=2[CH2:3][S:2]1(=[O:11])=[O:10].[Br:12]Br, predict the reaction product.